From a dataset of Cav3 T-type calcium channel HTS with 100,875 compounds. Binary Classification. Given a drug SMILES string, predict its activity (active/inactive) in a high-throughput screening assay against a specified biological target. (1) The compound is s1nc(C(=O)Nc2ccc(N3CCOCC3)cc2)cn1. The result is 0 (inactive). (2) The molecule is S(c1n(c2c(n(c(=O)n(c2=O)C)C)n1)CC)CC(=O)Nc1cc2OCOc2cc1. The result is 0 (inactive). (3) The molecule is OC(c1n(ccn1)C)c1ccc(OC)cc1. The result is 0 (inactive). (4) The compound is O1C(OCc2ccc(cc2)CO)CC(c2c3c(n(c2)C(=O)C)cccc3)C=C1C(=O)N1CCN(CC1)Cc1cc2OCOc2cc1. The result is 0 (inactive). (5) The compound is O=c1[nH]c(=O)n(c2nc3n(CC(CN3CCc3ccccc3)C)c12)C. The result is 0 (inactive).